From a dataset of Catalyst prediction with 721,799 reactions and 888 catalyst types from USPTO. Predict which catalyst facilitates the given reaction. (1) Reactant: C([N:8]1[CH2:12][CH:11]([C:13]2[CH:18]=[CH:17][C:16]([Cl:19])=[C:15]([Cl:20])[CH:14]=2)[CH:10]([CH:21]([O:23][C:24]2[CH:31]=[CH:30][C:27]([C:28]#[N:29])=[CH:26][N:25]=2)[CH3:22])[CH2:9]1)C1C=CC=CC=1.ClC(OCC(Cl)(Cl)Cl)=O. Product: [Cl:20][C:15]1[CH:14]=[C:13]([CH:11]2[CH2:12][NH:8][CH2:9][CH:10]2[CH:21]([O:23][C:24]2[CH:31]=[CH:30][C:27]([C:28]#[N:29])=[CH:26][N:25]=2)[CH3:22])[CH:18]=[CH:17][C:16]=1[Cl:19]. The catalyst class is: 23. (2) Reactant: N1C=CC=CC=1.[O:7]1[CH2:12][CH2:11][C:10]2([C:20]3[C:15](=[CH:16][CH:17]=[CH:18][CH:19]=3)[NH:14][CH2:13]2)[CH2:9][CH2:8]1.Cl.CN(C)CCCN=C=NCC.[CH3:33][N:34]1[C:39](=[O:40])[CH:38]=[C:37]([N:41]2[CH2:46][CH2:45][O:44][CH2:43][CH2:42]2)[N:36]=[C:35]1[CH2:47][C:48]([O-])=[O:49].[Na+]. Product: [CH3:33][N:34]1[C:39](=[O:40])[CH:38]=[C:37]([N:41]2[CH2:46][CH2:45][O:44][CH2:43][CH2:42]2)[N:36]=[C:35]1[CH2:47][C:48](=[O:49])[N:14]1[C:15]2[C:20](=[CH:19][CH:18]=[CH:17][CH:16]=2)[C:10]2([CH2:11][CH2:12][O:7][CH2:8][CH2:9]2)[CH2:13]1. The catalyst class is: 9. (3) Reactant: [C:1]([O:6][CH:7]([O:9][C:10]([NH:12][CH2:13][C:14]1([CH2:20][C:21]([O:23]CC=C)=[O:22])[CH2:19][CH2:18][CH2:17][CH2:16][CH2:15]1)=[O:11])[CH3:8])(=[O:5])[CH:2]([CH3:4])[CH3:3].C([O-])=O.[NH4+]. Product: [C:1]([O:6][CH:7]([O:9][C:10]([NH:12][CH2:13][C:14]1([CH2:20][C:21]([OH:23])=[O:22])[CH2:19][CH2:18][CH2:17][CH2:16][CH2:15]1)=[O:11])[CH3:8])(=[O:5])[CH:2]([CH3:4])[CH3:3]. The catalyst class is: 160. (4) Reactant: [CH3:1][N:2]1[CH2:7][CH2:6][NH:5][CH2:4][CH2:3]1.CS(O[CH2:13][CH2:14][N:15]1[CH:19]=[C:18]([C:20]2[CH:21]=[N:22][C:23]([NH2:35])=[C:24]([C:26]3[O:27][C:28]4[CH:34]=[CH:33][CH:32]=[CH:31][C:29]=4[N:30]=3)[CH:25]=2)[CH:17]=[N:16]1)(=O)=O. Product: [O:27]1[C:28]2[CH:34]=[CH:33][CH:32]=[CH:31][C:29]=2[N:30]=[C:26]1[C:24]1[C:23]([NH2:35])=[N:22][CH:21]=[C:20]([C:18]2[CH:17]=[N:16][N:15]([CH2:14][CH2:13][N:5]3[CH2:6][CH2:7][N:2]([CH3:1])[CH2:3][CH2:4]3)[CH:19]=2)[CH:25]=1. The catalyst class is: 3. (5) Reactant: [NH2:1][C:2]1[C:13]([CH3:14])=[CH:12][C:11]([Cl:15])=[CH:10][C:3]=1[C:4]([N:6]=[S:7]([CH3:9])[CH3:8])=[O:5].C(=O)([O-])[O-].[K+].[K+].[Cl:22][C:23]1[C:24]([N:29]2[C:33]([C:34](Cl)=[O:35])=[CH:32][C:31]([CH:37]([F:39])[F:38])=[N:30]2)=[N:25][CH:26]=[CH:27][CH:28]=1.O. Product: [Cl:22][C:23]1[C:24]([N:29]2[C:33]([C:34]([NH:1][C:2]3[C:3]([C:4](=[O:5])[N:6]=[S:7]([CH3:9])[CH3:8])=[CH:10][C:11]([Cl:15])=[CH:12][C:13]=3[CH3:14])=[O:35])=[CH:32][C:31]([CH:37]([F:39])[F:38])=[N:30]2)=[N:25][CH:26]=[CH:27][CH:28]=1. The catalyst class is: 10. (6) Reactant: C[O:2][C:3](=O)[C:4]1[CH:9]=[C:8]([F:10])[CH:7]=[CH:6][C:5]=1[Br:11].[BH4-].[Na+].[Li+].[Cl-].Cl. Product: [Br:11][C:5]1[CH:6]=[CH:7][C:8]([F:10])=[CH:9][C:4]=1[CH2:3][OH:2]. The catalyst class is: 242.